From a dataset of Full USPTO retrosynthesis dataset with 1.9M reactions from patents (1976-2016). Predict the reactants needed to synthesize the given product. (1) The reactants are: [S:1]1[C:5]2[CH:6]=[C:7]([N:10]3[CH2:14][CH2:13][NH:12][C:11]3=[O:15])[CH:8]=[CH:9][C:4]=2[N:3]=[CH:2]1.Br[C:17]1[CH:24]=[N:23][CH:22]=[CH:21][C:18]=1[C:19]#[N:20].N[C@@H]1CCCC[C@H]1N.P([O-])([O-])([O-])=O.[K+].[K+].[K+]. Given the product [S:1]1[C:5]2[CH:6]=[C:7]([N:10]3[CH2:14][CH2:13][N:12]([C:17]4[CH:24]=[N:23][CH:22]=[CH:21][C:18]=4[C:19]#[N:20])[C:11]3=[O:15])[CH:8]=[CH:9][C:4]=2[N:3]=[CH:2]1, predict the reactants needed to synthesize it. (2) Given the product [F:44][C:45]1[CH:50]=[CH:49][C:48]([CH2:51][CH2:52][NH:1][CH2:2][CH2:3][O:4][C:5]2[CH:6]=[CH:7][C:8]([CH:11]3[CH2:16][CH2:15][N:14]([C:17]([O:19][CH2:20][C:21]4[CH:26]=[CH:25][CH:24]=[CH:23][CH:22]=4)=[O:18])[CH2:13][CH:12]3[O:27][CH2:28][C:29]3[CH:30]=[CH:31][C:32]4[O:37][CH2:36][CH2:35][N:34]([CH2:38][CH2:39][CH2:40][O:41][CH3:42])[C:33]=4[CH:43]=3)=[CH:9][CH:10]=2)=[CH:47][CH:46]=1, predict the reactants needed to synthesize it. The reactants are: [NH2:1][CH2:2][CH2:3][O:4][C:5]1[CH:10]=[CH:9][C:8]([CH:11]2[CH2:16][CH2:15][N:14]([C:17]([O:19][CH2:20][C:21]3[CH:26]=[CH:25][CH:24]=[CH:23][CH:22]=3)=[O:18])[CH2:13][CH:12]2[O:27][CH2:28][C:29]2[CH:30]=[CH:31][C:32]3[O:37][CH2:36][CH2:35][N:34]([CH2:38][CH2:39][CH2:40][O:41][CH3:42])[C:33]=3[CH:43]=2)=[CH:7][CH:6]=1.[F:44][C:45]1[CH:50]=[CH:49][C:48]([CH2:51][CH:52]=O)=[CH:47][CH:46]=1.C([O-])(=O)C.[Na+].C([BH3-])#N.[Na+].C(=O)([O-])O.[Na+]. (3) Given the product [ClH:38].[C:1]([C@@:3]1([CH:35]([CH3:37])[CH3:36])[CH2:7][CH2:6][N:5]([C:8]2[CH:13]=[CH:12][N:11]=[C:10]([NH:14][C:15]3[CH:16]=[CH:17][C:18]([C:21]4([C:27]([OH:29])=[O:28])[CH2:22][CH2:23][O:24][CH2:25][CH2:26]4)=[CH:19][CH:20]=3)[N:9]=2)[C:4]1=[O:34])#[N:2], predict the reactants needed to synthesize it. The reactants are: [C:1]([C@@:3]1([CH:35]([CH3:37])[CH3:36])[CH2:7][CH2:6][N:5]([C:8]2[CH:13]=[CH:12][N:11]=[C:10]([NH:14][C:15]3[CH:20]=[CH:19][C:18]([C:21]4([C:27]([O:29]C(C)(C)C)=[O:28])[CH2:26][CH2:25][O:24][CH2:23][CH2:22]4)=[CH:17][CH:16]=3)[N:9]=2)[C:4]1=[O:34])#[N:2].[ClH:38]. (4) Given the product [C:42]1([C:45]2[CH:46]=[CH:47][CH:48]=[CH:49][CH:50]=2)[CH:41]=[CH:40][C:39]([CH2:38][C@@H:37]([NH:51][C:7]([C:5]2[O:4][N:3]=[C:2]([OH:1])[CH:6]=2)=[O:9])[CH2:36][C:35]([CH3:53])([CH3:52])[C:34]([OH:54])=[O:33])=[CH:44][CH:43]=1, predict the reactants needed to synthesize it. The reactants are: [OH:1][C:2]1[CH:6]=[C:5]([C:7]([OH:9])=O)[O:4][N:3]=1.CCN=C=NCCCN(C)C.C1C=CC2N(O)N=NC=2C=1.C([O:33][C:34](=[O:54])[C:35]([CH3:53])([CH3:52])[CH2:36][C@H:37]([NH2:51])[CH2:38][C:39]1[CH:44]=[CH:43][C:42]([C:45]2[CH:50]=[CH:49][CH:48]=[CH:47][CH:46]=2)=[CH:41][CH:40]=1)C.[Li+].[OH-]. (5) Given the product [ClH:1].[Cl:1][C:2]1[CH:3]=[CH:4][C:5]([CH2:6][C@@H:7]([NH:28][CH:29]2[CH2:30][CH2:31][CH:32]([C:35]#[N:36])[CH2:33][CH2:34]2)[C:8]([N:10]2[CH2:11][CH2:12][C:13]([CH:22]3[CH2:27][CH2:26][CH2:25][CH2:24][CH2:23]3)([CH2:16][N:17]3[CH:21]=[N:20][CH:19]=[N:18]3)[CH2:14][CH2:15]2)=[O:9])=[CH:37][CH:38]=1, predict the reactants needed to synthesize it. The reactants are: [Cl:1][C:2]1[CH:38]=[CH:37][C:5]([CH2:6][C@@H:7]([NH:28][CH:29]2[CH2:34][CH2:33][CH:32]([C:35]#[N:36])[CH2:31][CH2:30]2)[C:8]([N:10]2[CH2:15][CH2:14][C:13]([CH:22]3[CH2:27][CH2:26][CH2:25][CH2:24][CH2:23]3)([CH2:16][N:17]3[CH:21]=[N:20][CH:19]=[N:18]3)[CH2:12][CH2:11]2)=[O:9])=[CH:4][CH:3]=1.Cl. (6) Given the product [Si:1]([O:18][CH2:19][C:20]([CH3:26])([CH3:25])[C:21]([OH:23])=[O:22])([C:14]([CH3:17])([CH3:15])[CH3:16])([C:8]1[CH:13]=[CH:12][CH:11]=[CH:10][CH:9]=1)[C:2]1[CH:3]=[CH:4][CH:5]=[CH:6][CH:7]=1, predict the reactants needed to synthesize it. The reactants are: [Si:1]([O:18][CH2:19][C:20]([CH3:26])([CH3:25])[C:21]([O:23]C)=[O:22])([C:14]([CH3:17])([CH3:16])[CH3:15])([C:8]1[CH:13]=[CH:12][CH:11]=[CH:10][CH:9]=1)[C:2]1[CH:7]=[CH:6][CH:5]=[CH:4][CH:3]=1.[OH-].[Na+].Cl. (7) Given the product [C:1]([N:8]1[CH2:12][C@@H:11]([NH2:13])[CH2:10][C@@H:9]1[CH2:14][CH2:15][CH3:16])([O:3][C:4]([CH3:7])([CH3:6])[CH3:5])=[O:2], predict the reactants needed to synthesize it. The reactants are: [C:1]([N:8]1[CH2:12][C@@H:11]([NH2:13])[CH2:10][C@@H:9]1[CH2:14][CH:15]=[CH2:16])([O:3][C:4]([CH3:7])([CH3:6])[CH3:5])=[O:2]. (8) Given the product [F:21][C:22]([F:28])([F:27])[CH2:23][C:24]1[O:20][C:19]2[C:2]([N:1]=1)=[CH:3][C:4]1[CH2:10][CH2:9][NH:8][CH2:7][CH2:6][C:5]=1[CH:18]=2.[F:21][C:22]([F:28])([F:27])[CH2:23][C:24]([OH:12])=[O:25].[C:32]([Cl:34])(=[O:33])[C:24]([Cl:26])=[O:25], predict the reactants needed to synthesize it. The reactants are: [NH2:1][C:2]1[C:19]([OH:20])=[CH:18][C:5]2[CH2:6][CH2:7][N:8](C(OC(C)(C)C)=[O:12])[CH2:9][CH2:10][C:4]=2[CH:3]=1.[F:21][C:22]([F:28])([F:27])[CH2:23][C:24]([Cl:26])=[O:25].CN([CH:32]=[O:33])C.[Cl:34]C1C=CC=CC=1. (9) The reactants are: Cl[C:2]1[N:7]=[C:6]([Cl:8])[N:5]=[CH:4][N:3]=1.Cl.[CH3:10][C:11]1[N:12]=[CH:13][S:14][C:15]=1[NH2:16].C(N(CC)C(C)C)(C)C. Given the product [Cl:8][C:6]1[N:5]=[CH:4][N:3]=[C:2]([NH:16][C:15]2[S:14][CH:13]=[N:12][C:11]=2[CH3:10])[N:7]=1, predict the reactants needed to synthesize it. (10) Given the product [Cl:1][C:2]1[CH:25]=[C:24]([C:26]([F:29])([F:28])[F:27])[CH:23]=[CH:22][C:3]=1[CH2:4][N:5]1[C:9](/[CH:10]=[CH:11]/[C:12]([NH:38][S:35]([CH2:30][CH2:31][CH2:32][CH2:33][CH3:34])(=[O:37])=[O:36])=[O:13])=[CH:8][C:7]([O:15][CH2:16][C:17]2([CH3:21])[CH2:20][O:19][CH2:18]2)=[N:6]1, predict the reactants needed to synthesize it. The reactants are: [Cl:1][C:2]1[CH:25]=[C:24]([C:26]([F:29])([F:28])[F:27])[CH:23]=[CH:22][C:3]=1[CH2:4][N:5]1[C:9](/[CH:10]=[CH:11]/[C:12](O)=[O:13])=[CH:8][C:7]([O:15][CH2:16][C:17]2([CH3:21])[CH2:20][O:19][CH2:18]2)=[N:6]1.[CH2:30]([S:35]([NH2:38])(=[O:37])=[O:36])[CH2:31][CH2:32][CH2:33][CH3:34].N12CCCN=C1CCCCC2.